Task: Regression. Given a peptide amino acid sequence and an MHC pseudo amino acid sequence, predict their binding affinity value. This is MHC class I binding data.. Dataset: Peptide-MHC class I binding affinity with 185,985 pairs from IEDB/IMGT (1) The peptide sequence is GDTLEGAGELI. The binding affinity (normalized) is 0.292. The MHC is Mamu-B01 with pseudo-sequence Mamu-B01. (2) The peptide sequence is IAFTRLFTV. The MHC is HLA-B15:01 with pseudo-sequence HLA-B15:01. The binding affinity (normalized) is 0.0847. (3) The peptide sequence is PIIYSKAGNI. The MHC is HLA-A02:02 with pseudo-sequence HLA-A02:02. The binding affinity (normalized) is 0.401. (4) The peptide sequence is RYSHWTKL. The MHC is HLA-B51:01 with pseudo-sequence HLA-B51:01. The binding affinity (normalized) is 0.0847. (5) The MHC is H-2-Kb with pseudo-sequence H-2-Kb. The binding affinity (normalized) is 0.753. The peptide sequence is SMFASCNL. (6) The peptide sequence is YDSQGLPEELP. The MHC is H-2-Db with pseudo-sequence H-2-Db. The binding affinity (normalized) is 0.